From a dataset of Full USPTO retrosynthesis dataset with 1.9M reactions from patents (1976-2016). Predict the reactants needed to synthesize the given product. (1) Given the product [Cl:35][C:29]1[CH:30]=[CH:31][C:32]([Cl:34])=[CH:33][C:28]=1[O:27][C:26]1[C:21]([C:19]([N:17]([C:10]2[CH:11]=[C:12]([F:16])[C:13]([F:15])=[CH:14][C:9]=2[NH:7][CH3:6])[CH3:18])=[O:20])=[CH:22][N:23]=[CH:24][CH:25]=1, predict the reactants needed to synthesize it. The reactants are: C(O[C:6](=O)[N:7]([C:9]1[CH:14]=[C:13]([F:15])[C:12]([F:16])=[CH:11][C:10]=1[N:17]([C:19]([C:21]1[CH:22]=[N:23][CH:24]=[CH:25][C:26]=1[O:27][C:28]1[CH:33]=[C:32]([Cl:34])[CH:31]=[CH:30][C:29]=1[Cl:35])=[O:20])[CH3:18])C)(C)(C)C.[OH-].[Na+].C(#N)C. (2) Given the product [C:1]([N:4]1[C:13]2[C:8](=[CH:9][C:10]([C:28]3[CH:29]=[CH:30][C:25]([C:22]([OH:24])=[O:23])=[CH:26][CH:27]=3)=[CH:11][CH:12]=2)[N:7]([C:15]([O:17][CH:18]([CH3:20])[CH3:19])=[O:16])[CH2:6][C@@H:5]1[CH3:21])(=[O:3])[CH3:2], predict the reactants needed to synthesize it. The reactants are: [C:1]([N:4]1[C:13]2[C:8](=[CH:9][C:10](Br)=[CH:11][CH:12]=2)[N:7]([C:15]([O:17][CH:18]([CH3:20])[CH3:19])=[O:16])[CH2:6][C@@H:5]1[CH3:21])(=[O:3])[CH3:2].[C:22]([C:25]1[CH:30]=[CH:29][C:28](B(O)O)=[CH:27][CH:26]=1)([OH:24])=[O:23].C1(C(N2C3C(=CC(C4C=NNC=4)=CC=3)N(C(OC(C)C)=O)C[C@@H]2C)=O)CC1.